Dataset: Peptide-MHC class I binding affinity with 185,985 pairs from IEDB/IMGT. Task: Regression. Given a peptide amino acid sequence and an MHC pseudo amino acid sequence, predict their binding affinity value. This is MHC class I binding data. The peptide sequence is TSSARSSEW. The MHC is HLA-B58:01 with pseudo-sequence HLA-B58:01. The binding affinity (normalized) is 0.936.